From a dataset of NCI-60 drug combinations with 297,098 pairs across 59 cell lines. Regression. Given two drug SMILES strings and cell line genomic features, predict the synergy score measuring deviation from expected non-interaction effect. Drug 1: C1CN(CCN1C(=O)CCBr)C(=O)CCBr. Drug 2: CCC1(C2=C(COC1=O)C(=O)N3CC4=CC5=C(C=CC(=C5CN(C)C)O)N=C4C3=C2)O.Cl. Cell line: HOP-92. Synergy scores: CSS=22.3, Synergy_ZIP=-2.08, Synergy_Bliss=0.986, Synergy_Loewe=-0.152, Synergy_HSA=2.46.